From a dataset of Forward reaction prediction with 1.9M reactions from USPTO patents (1976-2016). Predict the product of the given reaction. Given the reactants [NH2:1][C:2]1[C:11]2[CH:10]=[CH:9][CH:8]=[C:7](Br)[C:6]=2[N:5]=[C:4]2[CH2:13][N:14]([CH:17]3[CH2:21][CH2:20][CH2:19][CH2:18]3)[C:15](=[O:16])[C:3]=12.[C:22]([C:24]1[CH:29]=[CH:28][CH:27]=[CH:26][C:25]=1B(O)O)#[N:23], predict the reaction product. The product is: [NH2:1][C:2]1[C:11]2[CH:10]=[CH:9][CH:8]=[C:7]([C:25]3[CH:26]=[CH:27][CH:28]=[CH:29][C:24]=3[C:22]#[N:23])[C:6]=2[N:5]=[C:4]2[CH2:13][N:14]([CH:17]3[CH2:21][CH2:20][CH2:19][CH2:18]3)[C:15](=[O:16])[C:3]=12.